This data is from PAMPA (Parallel Artificial Membrane Permeability Assay) permeability data from NCATS. The task is: Regression/Classification. Given a drug SMILES string, predict its absorption, distribution, metabolism, or excretion properties. Task type varies by dataset: regression for continuous measurements (e.g., permeability, clearance, half-life) or binary classification for categorical outcomes (e.g., BBB penetration, CYP inhibition). Dataset: pampa_ncats. (1) The molecule is C1=CC=C(C=C1)CNC(=O)C2=CN3C=C(SC3=N2)C4=CC=CC=C4. The result is 1 (high permeability). (2) The compound is CC1=CC=CC=C1C(=O)N2CCC3=C2C=CC(=C3)C4=C(SC(=N4)NC(=O)C5=CC6=C(C=C5)OCO6)C. The result is 1 (high permeability). (3) The drug is C1CC(C2=C(C1)N(N=C2)C3=C(C=C(C=C3)F)F)NC(=O)C4=CC=CC=C4. The result is 1 (high permeability). (4) The compound is CC(C)C1=CC=CC=C1C2=NC=C(C(=N2)NCC3=CC=C(C=C3)N4C=CN=N4)F. The result is 1 (high permeability). (5) The drug is CN(C)C1=CC=CC(=C1)C2=NC=C(C(=N2)N3CCC(CC3)C(=O)N)F. The result is 1 (high permeability). (6) The molecule is CC1=CC(=C(C=C1)C)N2C(=C(N=N2)C3=NSC(=N3)NC(=O)C4=CC(=CC=C4)OC)C. The result is 1 (high permeability). (7) The drug is CN1C(=NN=N1)SCCCNCC2=CC(=CC=C2)OCC3=CC=CC=C3Cl. The result is 1 (high permeability).